Dataset: Forward reaction prediction with 1.9M reactions from USPTO patents (1976-2016). Task: Predict the product of the given reaction. (1) Given the reactants [N:1]1([C:10]([NH:12][C:13]2[CH:18]=[CH:17][C:16]([CH2:19][C:20]([NH:22][C:23]3[CH:28]=[CH:27][C:26]([CH:29]([CH3:38])[CH2:30][C:31]([O:33]C(C)(C)C)=[O:32])=[CH:25][CH:24]=3)=[O:21])=[CH:15][C:14]=2[O:39][CH3:40])=[O:11])[C:9]2[C:4](=[CH:5][CH:6]=[CH:7][CH:8]=2)[CH2:3][CH2:2]1.FC(F)(F)C(O)=O, predict the reaction product. The product is: [N:1]1([C:10]([NH:12][C:13]2[CH:18]=[CH:17][C:16]([CH2:19][C:20]([NH:22][C:23]3[CH:24]=[CH:25][C:26]([CH:29]([CH3:38])[CH2:30][C:31]([OH:33])=[O:32])=[CH:27][CH:28]=3)=[O:21])=[CH:15][C:14]=2[O:39][CH3:40])=[O:11])[C:9]2[C:4](=[CH:5][CH:6]=[CH:7][CH:8]=2)[CH2:3][CH2:2]1. (2) Given the reactants [Cl:1][C:2]1[CH:26]=[CH:25][C:5]([C:6]([NH:8][CH:9]([CH2:13][C:14]2[C:23]3[C:18](=[CH:19][CH:20]=[CH:21][CH:22]=3)[NH:17][C:16](=[O:24])[CH:15]=2)[C:10](O)=[O:11])=[O:7])=[CH:4][CH:3]=1.[NH2:27][CH2:28][CH2:29][C:30]1[N:34]=[CH:33][NH:32][CH:31]=1, predict the reaction product. The product is: [Cl:1][C:2]1[CH:3]=[CH:4][C:5]([C:6]([NH:8][CH:9]([C:10](=[O:11])[NH:27][CH2:28][CH2:29][C:30]2[NH:34][CH:33]=[N:32][CH:31]=2)[CH2:13][C:14]2[C:23]3[C:18](=[CH:19][CH:20]=[CH:21][CH:22]=3)[NH:17][C:16](=[O:24])[CH:15]=2)=[O:7])=[CH:25][CH:26]=1. (3) Given the reactants Cl.C(OC(=O)[NH:8][C:9]1[CH:14]=[C:13]([F:15])[CH:12]=[C:11]([Cl:16])[CH:10]=1)(C)(C)C, predict the reaction product. The product is: [ClH:16].[Cl:16][C:11]1[CH:10]=[C:9]([CH:14]=[C:13]([F:15])[CH:12]=1)[NH2:8]. (4) Given the reactants [Cl:1][C:2]1[N:7]=[C:6](Cl)[CH:5]=[CH:4][N:3]=1.[O:9]1[CH2:14][CH2:13][O:12][CH2:11]C1.[O-]S([O-])(=O)=O.[Na+].[Na+].[C:22]1(C)[CH:27]=CC=[CH:24][CH:23]=1, predict the reaction product. The product is: [O:9]1[C:14]2[CH:27]=[CH:22][C:23]([C:6]3[CH:5]=[CH:4][N:3]=[C:2]([Cl:1])[N:7]=3)=[CH:24][C:13]=2[O:12][CH2:11]1. (5) Given the reactants [Br:1][C:2]1[CH:12]=[CH:11][C:5]([CH:6]=[CH:7][N+:8]([O-])=O)=[C:4]([F:13])[CH:3]=1, predict the reaction product. The product is: [Br:1][C:2]1[CH:12]=[CH:11][C:5]([CH2:6][CH2:7][NH2:8])=[C:4]([F:13])[CH:3]=1. (6) Given the reactants [OH-].[Na+].[CH3:3][O:4][CH2:5][CH2:6][O:7][CH2:8][O:9][C:10]1[CH:19]=[CH:18][C:13]([C:14]([O:16]C)=[O:15])=[CH:12][CH:11]=1.Cl, predict the reaction product. The product is: [CH3:3][O:4][CH2:5][CH2:6][O:7][CH2:8][O:9][C:10]1[CH:19]=[CH:18][C:13]([C:14]([OH:16])=[O:15])=[CH:12][CH:11]=1. (7) Given the reactants C(=O)([O-])[O-].[K+].[K+].FC(F)(F)S(O[C:13]1[CH:18]=[C:17]([CH3:19])[C:16]([Br:20])=[C:15]([CH3:21])[CH:14]=1)(=O)=O.[O:24]1[CH2:29][CH:28]=[C:27](B2OC(C)(C)C(C)(C)O2)[CH2:26][CH2:25]1, predict the reaction product. The product is: [Br:20][C:16]1[C:17]([CH3:19])=[CH:18][C:13]([C:27]2[CH2:28][CH2:29][O:24][CH2:25][CH:26]=2)=[CH:14][C:15]=1[CH3:21].